This data is from NCI-60 drug combinations with 297,098 pairs across 59 cell lines. The task is: Regression. Given two drug SMILES strings and cell line genomic features, predict the synergy score measuring deviation from expected non-interaction effect. (1) Drug 1: CCC1(CC2CC(C3=C(CCN(C2)C1)C4=CC=CC=C4N3)(C5=C(C=C6C(=C5)C78CCN9C7C(C=CC9)(C(C(C8N6C)(C(=O)OC)O)OC(=O)C)CC)OC)C(=O)OC)O.OS(=O)(=O)O. Drug 2: CN(C(=O)NC(C=O)C(C(C(CO)O)O)O)N=O. Cell line: ACHN. Synergy scores: CSS=-1.19, Synergy_ZIP=2.44, Synergy_Bliss=3.12, Synergy_Loewe=-2.22, Synergy_HSA=-1.98. (2) Drug 1: CC1=C2C(C(=O)C3(C(CC4C(C3C(C(C2(C)C)(CC1OC(=O)C(C(C5=CC=CC=C5)NC(=O)OC(C)(C)C)O)O)OC(=O)C6=CC=CC=C6)(CO4)OC(=O)C)OC)C)OC. Drug 2: CC1=C(C=C(C=C1)NC(=O)C2=CC=C(C=C2)CN3CCN(CC3)C)NC4=NC=CC(=N4)C5=CN=CC=C5. Cell line: SF-539. Synergy scores: CSS=56.4, Synergy_ZIP=1.33, Synergy_Bliss=-0.0205, Synergy_Loewe=-15.3, Synergy_HSA=2.94. (3) Drug 1: CNC(=O)C1=NC=CC(=C1)OC2=CC=C(C=C2)NC(=O)NC3=CC(=C(C=C3)Cl)C(F)(F)F. Drug 2: C1=CN(C=N1)CC(O)(P(=O)(O)O)P(=O)(O)O. Cell line: SF-539. Synergy scores: CSS=-1.21, Synergy_ZIP=1.43, Synergy_Bliss=0.653, Synergy_Loewe=-1.69, Synergy_HSA=-2.19. (4) Drug 1: C1=CC(=C2C(=C1NCCNCCO)C(=O)C3=C(C=CC(=C3C2=O)O)O)NCCNCCO. Drug 2: CN(CC1=CN=C2C(=N1)C(=NC(=N2)N)N)C3=CC=C(C=C3)C(=O)NC(CCC(=O)O)C(=O)O. Cell line: OVCAR-5. Synergy scores: CSS=42.6, Synergy_ZIP=2.46, Synergy_Bliss=5.27, Synergy_Loewe=0.0665, Synergy_HSA=7.67. (5) Drug 1: C#CCC(CC1=CN=C2C(=N1)C(=NC(=N2)N)N)C3=CC=C(C=C3)C(=O)NC(CCC(=O)O)C(=O)O. Drug 2: C1CCC(C(C1)N)N.C(=O)(C(=O)[O-])[O-].[Pt+4]. Cell line: OVCAR-5. Synergy scores: CSS=20.4, Synergy_ZIP=-8.69, Synergy_Bliss=2.11, Synergy_Loewe=1.03, Synergy_HSA=0.840. (6) Drug 1: CC1OCC2C(O1)C(C(C(O2)OC3C4COC(=O)C4C(C5=CC6=C(C=C35)OCO6)C7=CC(=C(C(=C7)OC)O)OC)O)O. Drug 2: N.N.Cl[Pt+2]Cl. Cell line: SR. Synergy scores: CSS=58.1, Synergy_ZIP=-0.467, Synergy_Bliss=-1.41, Synergy_Loewe=-22.7, Synergy_HSA=-0.222. (7) Drug 1: CCC1=CC2CC(C3=C(CN(C2)C1)C4=CC=CC=C4N3)(C5=C(C=C6C(=C5)C78CCN9C7C(C=CC9)(C(C(C8N6C)(C(=O)OC)O)OC(=O)C)CC)OC)C(=O)OC.C(C(C(=O)O)O)(C(=O)O)O. Drug 2: C1=NC2=C(N1)C(=S)N=C(N2)N. Cell line: NCI-H322M. Synergy scores: CSS=41.7, Synergy_ZIP=-5.27, Synergy_Bliss=1.82, Synergy_Loewe=-1.90, Synergy_HSA=1.48. (8) Drug 1: CC1=C(C=C(C=C1)NC2=NC=CC(=N2)N(C)C3=CC4=NN(C(=C4C=C3)C)C)S(=O)(=O)N.Cl. Drug 2: CS(=O)(=O)CCNCC1=CC=C(O1)C2=CC3=C(C=C2)N=CN=C3NC4=CC(=C(C=C4)OCC5=CC(=CC=C5)F)Cl. Cell line: MDA-MB-435. Synergy scores: CSS=-1.20, Synergy_ZIP=6.27, Synergy_Bliss=10.1, Synergy_Loewe=4.80, Synergy_HSA=4.24. (9) Drug 1: C1=CC=C(C=C1)NC(=O)CCCCCCC(=O)NO. Drug 2: CC1CCC2CC(C(=CC=CC=CC(CC(C(=O)C(C(C(=CC(C(=O)CC(OC(=O)C3CCCCN3C(=O)C(=O)C1(O2)O)C(C)CC4CCC(C(C4)OC)OCCO)C)C)O)OC)C)C)C)OC. Cell line: SN12C. Synergy scores: CSS=-0.211, Synergy_ZIP=-2.71, Synergy_Bliss=-6.56, Synergy_Loewe=-15.1, Synergy_HSA=-10.9. (10) Drug 1: CCC1(CC2CC(C3=C(CCN(C2)C1)C4=CC=CC=C4N3)(C5=C(C=C6C(=C5)C78CCN9C7C(C=CC9)(C(C(C8N6C=O)(C(=O)OC)O)OC(=O)C)CC)OC)C(=O)OC)O.OS(=O)(=O)O. Drug 2: COCCOC1=C(C=C2C(=C1)C(=NC=N2)NC3=CC=CC(=C3)C#C)OCCOC.Cl. Cell line: MALME-3M. Synergy scores: CSS=31.4, Synergy_ZIP=0.941, Synergy_Bliss=4.22, Synergy_Loewe=2.96, Synergy_HSA=2.98.